From a dataset of Peptide-MHC class II binding affinity with 134,281 pairs from IEDB. Regression. Given a peptide amino acid sequence and an MHC pseudo amino acid sequence, predict their binding affinity value. This is MHC class II binding data. (1) The peptide sequence is YDKFLANVVTVLTGK. The MHC is DRB3_0202 with pseudo-sequence DRB3_0202. The binding affinity (normalized) is 0.811. (2) The peptide sequence is EKKYFAATQFEPLAF. The MHC is HLA-DPA10301-DPB10402 with pseudo-sequence HLA-DPA10301-DPB10402. The binding affinity (normalized) is 1.00. (3) The peptide sequence is TQCMNIMESIPANTI. The MHC is HLA-DQA10101-DQB10501 with pseudo-sequence HLA-DQA10101-DQB10501. The binding affinity (normalized) is 0.278. (4) The MHC is DRB3_0202 with pseudo-sequence DRB3_0202. The peptide sequence is MLGARYLEFEALGFL. The binding affinity (normalized) is 0.